Dataset: Aqueous solubility values for 9,982 compounds from the AqSolDB database. Task: Regression/Classification. Given a drug SMILES string, predict its absorption, distribution, metabolism, or excretion properties. Task type varies by dataset: regression for continuous measurements (e.g., permeability, clearance, half-life) or binary classification for categorical outcomes (e.g., BBB penetration, CYP inhibition). For this dataset (solubility_aqsoldb), we predict Y. (1) The molecule is O=C([O-])C(=O)[O-].[Co+2]. The Y is -4.67 log mol/L. (2) The compound is Cc1ccc(O)c(C(=O)O)c1. The Y is -2.76 log mol/L. (3) The compound is O=C(O)c1cccc(I)c1. The Y is -3.27 log mol/L. (4) The compound is Cc1cc(C)c(Nc2cc(S(=O)(=O)[O-])c(N)c3c2C(=O)c2ccccc2C3=O)c(C)c1CNC(=O)c1ccccc1.[Na+]. The Y is -1.44 log mol/L.